From a dataset of Reaction yield outcomes from USPTO patents with 853,638 reactions. Predict the reaction yield, written as a fraction of the theoretical maximum amount of product (1.0 means a 100% yield; for example, 0.34 means a 34% yield). The reactants are N(C1(C#N)CCCCC1)=NC1(C#N)CCCCC1.[CH3:19][C:20](=[O:25])[CH2:21][C:22](=O)[CH3:23].BrN1C(=O)CCC1=O.[N:34]1[CH:39]=[CH:38][CH:37]=[CH:36][C:35]=1[NH2:40]. The catalyst is C(Cl)(Cl)Cl.CCOC(C)=O.CO. The product is [CH3:23][C:22]1[N:40]=[C:35]2[CH:36]=[CH:37][CH:38]=[CH:39][N:34]2[C:21]=1[C:20](=[O:25])[CH3:19]. The yield is 0.350.